This data is from Full USPTO retrosynthesis dataset with 1.9M reactions from patents (1976-2016). The task is: Predict the reactants needed to synthesize the given product. Given the product [F:32][C:33]([F:47])([F:48])[C:34]1[CH:35]=[C:36]([NH:44][C:45](=[O:46])[N:11]([CH:8]2[CH2:9][CH2:10][CH:5]([C:1]([CH3:3])([CH3:2])[CH3:4])[CH2:6][CH2:7]2)[CH2:12][C:13]2[CH:18]=[CH:17][C:16]([C:19](=[O:31])[CH2:20][C:21]3[N:25]=[N:24][NH:23][N:22]=3)=[CH:15][CH:14]=2)[CH:37]=[C:38]([C:40]([F:43])([F:41])[F:42])[CH:39]=1, predict the reactants needed to synthesize it. The reactants are: [C:1]([CH:5]1[CH2:10][CH2:9][CH:8]([NH:11][CH2:12][C:13]2[CH:18]=[CH:17][C:16]([C:19](=[O:31])[CH2:20][C:21]3[N:22]=[N:23][N:24](C(OC)(C)C)[N:25]=3)=[CH:15][CH:14]=2)[CH2:7][CH2:6]1)([CH3:4])([CH3:3])[CH3:2].[F:32][C:33]([F:48])([F:47])[C:34]1[CH:35]=[C:36]([N:44]=[C:45]=[O:46])[CH:37]=[C:38]([C:40]([F:43])([F:42])[F:41])[CH:39]=1.